Task: Predict which catalyst facilitates the given reaction.. Dataset: Catalyst prediction with 721,799 reactions and 888 catalyst types from USPTO Reactant: C([N:8]([C@H:33]1[CH2:38][CH2:37][C@H:36]([C:39]2[CH:44]=[CH:43][C:42]([OH:45])=[CH:41][CH:40]=2)[CH2:35][CH2:34]1)[CH2:9][C@H:10]([OH:32])[CH2:11][O:12][C:13]1[CH:14]=[CH:15][C:16]([O:24]CC2C=CC=CC=2)=[C:17]([NH:19][S:20]([CH3:23])(=[O:22])=[O:21])[CH:18]=1)C1C=CC=CC=1. Product: [OH:24][C:16]1[CH:15]=[CH:14][C:13]([O:12][CH2:11][C@@H:10]([OH:32])[CH2:9][NH:8][C@H:33]2[CH2:38][CH2:37][C@H:36]([C:39]3[CH:44]=[CH:43][C:42]([OH:45])=[CH:41][CH:40]=3)[CH2:35][CH2:34]2)=[CH:18][C:17]=1[NH:19][S:20]([CH3:23])(=[O:22])=[O:21]. The catalyst class is: 29.